Dataset: Reaction yield outcomes from USPTO patents with 853,638 reactions. Task: Predict the reaction yield, written as a fraction of the theoretical maximum amount of product (1.0 means a 100% yield; for example, 0.34 means a 34% yield). The reactants are [O:1]1[C:6]2[CH:7]=[CH:8][C:9]([CH2:11]O)=[CH:10][C:5]=2[O:4][CH2:3][CH2:2]1.O=S(Cl)[Cl:15]. No catalyst specified. The product is [Cl:15][CH2:11][C:9]1[CH:8]=[CH:7][C:6]2[O:1][CH2:2][CH2:3][O:4][C:5]=2[CH:10]=1. The yield is 0.880.